From a dataset of Catalyst prediction with 721,799 reactions and 888 catalyst types from USPTO. Predict which catalyst facilitates the given reaction. (1) Reactant: [CH:1]([C:5]1[CH:10]=[CH:9][C:8]([N:11]2[C:20](=[O:21])[C:19]3[C:14](=[CH:15][CH:16]=[CH:17][CH:18]=3)[N:13]=[C:12]2[C:22]2[CH:23]=[N:24][C:25]([CH2:28]O)=[CH:26][CH:27]=2)=[CH:7][CH:6]=1)([CH2:3][CH3:4])[CH3:2].CCN(C(C)C)C(C)C.CS(Cl)(=O)=O.[NH:44]1[CH2:49][CH2:48][O:47][CH2:46][CH2:45]1. Product: [CH:1]([C:5]1[CH:6]=[CH:7][C:8]([N:11]2[C:20](=[O:21])[C:19]3[C:14](=[CH:15][CH:16]=[CH:17][CH:18]=3)[N:13]=[C:12]2[C:22]2[CH:23]=[N:24][C:25]([CH2:28][N:44]3[CH2:49][CH2:48][O:47][CH2:46][CH2:45]3)=[CH:26][CH:27]=2)=[CH:9][CH:10]=1)([CH2:3][CH3:4])[CH3:2]. The catalyst class is: 2. (2) Product: [F:1][C:2]1[CH:3]=[C:4]([CH2:9][C@@H:10]([CH2:11][NH:12][C:13]([O:14][CH2:15][C:16]2[CH:17]=[CH:18][CH:19]=[CH:20][CH:21]=2)=[O:22])[C:23]([OH:37])=[O:38])[CH:5]=[CH:6][C:7]=1[F:8]. Reactant: [F:1][C:2]1[CH:3]=[C:4]([CH2:9][C@H:10]([C:23](=[O:37])N2[C@H](CC3C=CC=CC=3)COC2=O)[CH2:11][NH:12][C:13](=[O:22])[O:14][CH2:15][C:16]2[CH:21]=[CH:20][CH:19]=[CH:18][CH:17]=2)[CH:5]=[CH:6][C:7]=1[F:8].[OH:38]O.[Li+].[OH-]. The catalyst class is: 30. (3) Reactant: [NH2:1][CH2:2][C:3]1([F:16])[CH2:8][CH2:7][CH2:6][N:5]([C:9]([O:11][C:12]([CH3:15])([CH3:14])[CH3:13])=[O:10])[CH2:4]1.CCN(C(C)C)C(C)C.Cl[C:27]1[C:32]2=[N:33][CH:34]=[CH:35][N:36]=[C:31]2[CH:30]=[C:29]([Cl:37])[N:28]=1. Product: [Cl:37][C:29]1[N:28]=[C:27]([NH:1][CH2:2][C:3]2([F:16])[CH2:8][CH2:7][CH2:6][N:5]([C:9]([O:11][C:12]([CH3:13])([CH3:15])[CH3:14])=[O:10])[CH2:4]2)[C:32]2=[N:33][CH:34]=[CH:35][N:36]=[C:31]2[CH:30]=1. The catalyst class is: 1. (4) Reactant: [CH:1]1([N:7]([CH2:27][CH:28](OC)[O:29]C)[C:8](=[O:26])[CH2:9][CH2:10][O:11][CH2:12][CH2:13][C:14]2[CH:19]=[CH:18][CH:17]=[C:16]([C:20]3[CH:21]=[N:22][N:23]([CH3:25])[CH:24]=3)[CH:15]=2)[CH2:6][CH2:5][CH2:4][CH2:3][CH2:2]1.O.C1(C)C=CC(S(O)(=O)=O)=CC=1. Product: [CH:1]1([N:7]([CH2:27][CH:28]=[O:29])[C:8](=[O:26])[CH2:9][CH2:10][O:11][CH2:12][CH2:13][C:14]2[CH:19]=[CH:18][CH:17]=[C:16]([C:20]3[CH:21]=[N:22][N:23]([CH3:25])[CH:24]=3)[CH:15]=2)[CH2:6][CH2:5][CH2:4][CH2:3][CH2:2]1. The catalyst class is: 7. (5) Reactant: [CH3:1][C:2]1[N:7]=[C:6](/[CH:8]=[CH:9]/[C:10]([C:12]2[CH:17]=[CH:16][C:15]([NH:18][C:19]([C:21]3[C:22]([C:27]4[CH:32]=[CH:31][C:30]([C:33]([F:36])([F:35])[F:34])=[CH:29][CH:28]=4)=[CH:23][CH:24]=[CH:25][CH:26]=3)=[O:20])=[CH:14][CH:13]=2)=[O:11])[CH:5]=[CH:4][CH:3]=1.[H][H]. Product: [OH:11][CH:10]([C:12]1[CH:13]=[CH:14][C:15]([NH:18][C:19]([C:21]2[C:22]([C:27]3[CH:28]=[CH:29][C:30]([C:33]([F:36])([F:34])[F:35])=[CH:31][CH:32]=3)=[CH:23][CH:24]=[CH:25][CH:26]=2)=[O:20])=[CH:16][CH:17]=1)[CH2:9][CH2:8][C:6]1[CH:5]=[CH:4][CH:3]=[C:2]([CH3:1])[N:7]=1. The catalyst class is: 19.